Task: Predict which catalyst facilitates the given reaction.. Dataset: Catalyst prediction with 721,799 reactions and 888 catalyst types from USPTO (1) The catalyst class is: 5. Product: [Cl:1][C:2]1[CH:7]=[CH:6][C:5]([N+:8]([O-:10])=[O:9])=[CH:4][C:3]=1[C:11]1[CH:19]=[CH:18][C:14]([C:15]([O:17][CH3:22])=[O:16])=[CH:13][N:12]=1. Reactant: [Cl:1][C:2]1[CH:7]=[CH:6][C:5]([N+:8]([O-:10])=[O:9])=[CH:4][C:3]=1[C:11]1[CH:19]=[CH:18][C:14]([C:15]([OH:17])=[O:16])=[CH:13][N:12]=1.Cl.O1CCOC[CH2:22]1. (2) Reactant: [CH3:1][C:2]1[N:6]2[CH:7]=[CH:8][C:9]([CH3:11])=[CH:10][C:5]2=[N:4][C:3]=1[CH:12]1[CH2:14][CH:13]1[C:15]([OH:17])=O.C(Cl)(=O)[C:19]([Cl:21])=O.[Si](C=[N+]=[N-])(C)(C)C.Cl.O1CCOCC1. Product: [Cl:21][CH2:19][C:15]([CH:13]1[CH2:14][CH:12]1[C:3]1[N:4]=[C:5]2[CH:10]=[C:9]([CH3:11])[CH:8]=[CH:7][N:6]2[C:2]=1[CH3:1])=[O:17]. The catalyst class is: 59. (3) Reactant: [Br:1][C:2]1[CH:10]=[C:9]2[C:5]([CH2:6][CH2:7][C:8]2=[O:11])=[CH:4][CH:3]=1.C1(C)C=CC(S(O)(=O)=O)=CC=1.[CH2:23](O)[CH2:24][OH:25]. Product: [Br:1][C:2]1[CH:10]=[C:9]2[C:5]([CH2:6][CH2:7][C:8]32[O:25][CH2:24][CH2:23][O:11]3)=[CH:4][CH:3]=1. The catalyst class is: 48. (4) Reactant: [F:1][C:2]([F:34])([F:33])[O:3][C:4]1[CH:9]=[CH:8][C:7]([C:10]2[CH:15]=[CH:14][CH:13]=[C:12]([C@H:16]3[CH2:20][C:19]4([CH2:25][CH2:24][N:23](C(OC(C)(C)C)=O)[CH2:22][CH2:21]4)[O:18][CH2:17]3)[CH:11]=2)=[CH:6][CH:5]=1.[ClH:35]. Product: [ClH:35].[F:34][C:2]([F:1])([F:33])[O:3][C:4]1[CH:9]=[CH:8][C:7]([C:10]2[CH:15]=[CH:14][CH:13]=[C:12]([C@H:16]3[CH2:20][C:19]4([CH2:21][CH2:22][NH:23][CH2:24][CH2:25]4)[O:18][CH2:17]3)[CH:11]=2)=[CH:6][CH:5]=1. The catalyst class is: 12. (5) Reactant: [N+:1]([C:4]1[CH:12]=[C:11]([C:13]2[C:18]([C:19]([F:22])([F:21])[F:20])=[CH:17][CH:16]=[CH:15][N:14]=2)[CH:10]=[CH:9][C:5]=1[C:6]([NH2:8])=[O:7])([O-])=O. Product: [NH2:1][C:4]1[CH:12]=[C:11]([C:13]2[C:18]([C:19]([F:22])([F:20])[F:21])=[CH:17][CH:16]=[CH:15][N:14]=2)[CH:10]=[CH:9][C:5]=1[C:6]([NH2:8])=[O:7]. The catalyst class is: 29. (6) Reactant: CC1(C)OC(=O)[CH:5]([C:9]([CH3:13])([CH3:12])[C:10]#[N:11])[C:4](=[O:14])[O:3]1.[OH-].[Na+]. Product: [C:10]([C:9]([CH3:13])([CH3:12])[CH2:5][C:4]([OH:14])=[O:3])#[N:11]. The catalyst class is: 35. (7) Reactant: COC(=O)[C:4]1[CH:9]=[CH:8][CH:7]=[CH:6][C:5]=1[C:10]1[C:27]2[C:18](=[CH:19][C:20]3[C:25]([CH:26]=2)=[CH:24][CH:23]=[CH:22][CH:21]=3)[CH:17]=[C:16]2[C:11]=1[CH:12]=[CH:13][CH:14]=[CH:15]2.[CH3:29][Mg]Br.C([O:34][CH2:35][CH3:36])C. Product: [CH:15]1[C:16]2[C:11](=[C:10]([C:5]3[CH:6]=[CH:7][CH:8]=[CH:9][C:4]=3[C:35]([OH:34])([CH3:36])[CH3:29])[C:27]3[C:18]([CH:17]=2)=[CH:19][C:20]2[C:25](=[CH:24][CH:23]=[CH:22][CH:21]=2)[CH:26]=3)[CH:12]=[CH:13][CH:14]=1. The catalyst class is: 1. (8) Reactant: [Cl:1][C:2]1[CH:7]=[C:6]([Cl:8])[CH:5]=[CH:4][C:3]=1[CH:9]1[C:14]2=[N:15][C:16]3[CH:21]=[CH:20][CH:19]=[C:18]([N:22]([CH2:25][CH3:26])[CH2:23][CH3:24])[C:17]=3[N:13]2[CH2:12][CH2:11][N:10]1C(OC(C)(C)C)=O.Cl. Product: [Cl:1][C:2]1[CH:7]=[C:6]([Cl:8])[CH:5]=[CH:4][C:3]=1[CH:9]1[C:14]2=[N:15][C:16]3[C:17](=[C:18]([N:22]([CH2:25][CH3:26])[CH2:23][CH3:24])[CH:19]=[CH:20][CH:21]=3)[N:13]2[CH2:12][CH2:11][NH:10]1. The catalyst class is: 662. (9) Reactant: [I:1][C:2]1[CH:3]=[CH:4][C:5]([O:9][C@@H:10]2[CH2:14][CH2:13][O:12][CH2:11]2)=[C:6]([NH2:8])[CH:7]=1.Cl[C:16]1[C:21]([Cl:22])=[CH:20][N:19]=[C:18]([NH2:23])[N:17]=1.Cl.[OH-].[Na+]. The catalyst class is: 12. Product: [Cl:22][C:21]1[C:16]([NH:8][C:6]2[CH:7]=[C:2]([I:1])[CH:3]=[CH:4][C:5]=2[O:9][C@@H:10]2[CH2:14][CH2:13][O:12][CH2:11]2)=[N:17][C:18]([NH2:23])=[N:19][CH:20]=1. (10) Reactant: [F:1][C:2]([F:13])([F:12])[CH:3]([C:8]([F:11])([F:10])[F:9])[CH:4]([NH2:7])[CH2:5][OH:6].N1C=CC=CC=1.[S:20]1[CH:24]=[CH:23][CH:22]=[C:21]1[S:25](Cl)(=[O:27])=[O:26]. Product: [F:1][C:2]([F:12])([F:13])[CH:3]([C:8]([F:9])([F:10])[F:11])[CH:4]([NH:7][S:25]([C:21]1[S:20][CH:24]=[CH:23][CH:22]=1)(=[O:27])=[O:26])[CH2:5][OH:6]. The catalyst class is: 2.